This data is from Forward reaction prediction with 1.9M reactions from USPTO patents (1976-2016). The task is: Predict the product of the given reaction. (1) Given the reactants [NH:1]1[CH2:6][CH2:5][NH:4][CH2:3][CH2:2]1.Cl[C:8]1[CH:17]=[C:16]([Cl:18])[CH:15]=[C:14]2[C:9]=1[C:10](=[O:36])[C:11]([C:28]1[CH:33]=[CH:32][C:31]([O:34][CH3:35])=[CH:30][CH:29]=1)([CH3:27])[C:12](=[O:26])[N:13]2[CH2:19][CH:20]1[CH2:25][CH2:24][CH2:23][CH2:22][CH2:21]1, predict the reaction product. The product is: [C:23]1([C:8]2[CH:17]=[CH:16][CH:15]=[CH:14][CH:9]=2)[CH:24]=[CH:25][C:20]([CH2:19][N:13]2[C:14]3[C:9](=[C:8]([N:1]4[CH2:6][CH2:5][NH:4][CH2:3][CH2:2]4)[CH:17]=[C:16]([Cl:18])[CH:15]=3)[C:10](=[O:36])[C:11]([C:28]3[CH:33]=[CH:32][C:31]([O:34][CH3:35])=[CH:30][CH:29]=3)([CH3:27])[C:12]2=[O:26])=[CH:21][CH:22]=1. (2) The product is: [CH3:27][O:28][C:29]1[CH:30]=[C:31]([NH:40][C:8](=[O:26])[NH:9][C:10]2[CH:11]=[C:12]([CH:13]=[CH:14][CH:15]=2)[CH2:16][NH:17][C:18](=[O:19])[O:20][C@H:21]2[CH2:25][CH2:24][O:23][CH2:22]2)[CH:32]=[CH:33][C:34]=1[C:35]1[O:39][CH:38]=[N:37][CH:36]=1. Given the reactants C1(O[C:8](=[O:26])[NH:9][C:10]2[CH:15]=[CH:14][CH:13]=[C:12]([CH2:16][NH:17][C:18]([O:20][C@H:21]3[CH2:25][CH2:24][O:23][CH2:22]3)=[O:19])[CH:11]=2)C=CC=CC=1.[CH3:27][O:28][C:29]1[CH:30]=[C:31]([NH2:40])[CH:32]=[CH:33][C:34]=1[C:35]1[O:39][CH:38]=[N:37][CH:36]=1, predict the reaction product. (3) Given the reactants Cl.[CH:2]1([CH2:8][NH:9][C:10]([C:12]2([CH2:18][C:19]3[CH:24]=[CH:23][C:22]([C:25](=[O:27])[NH2:26])=[CH:21][CH:20]=3)[CH2:17][CH2:16][NH:15][CH2:14][CH2:13]2)=[O:11])[CH2:7][CH2:6][CH2:5][CH2:4][CH2:3]1.C(OC([NH:35][C@@H:36]([CH2:40][C:41]1[S:42][CH:43]=[CH:44][CH:45]=1)[C:37](O)=[O:38])=O)(C)(C)C.C(N(C(C)C)CC)(C)C.CN(C(ON1N=NC2C=CC=CC1=2)=[N+](C)C)C.F[P-](F)(F)(F)(F)F, predict the reaction product. The product is: [CH:2]1([CH2:8][NH:9][C:10]([C:12]2([CH2:18][C:19]3[CH:24]=[CH:23][C:22]([C:25](=[O:27])[NH2:26])=[CH:21][CH:20]=3)[CH2:13][CH2:14][N:15]([C:37](=[O:38])[C@@H:36]([NH2:35])[CH2:40][C:41]3[S:42][CH:43]=[CH:44][CH:45]=3)[CH2:16][CH2:17]2)=[O:11])[CH2:7][CH2:6][CH2:5][CH2:4][CH2:3]1.